This data is from Reaction yield outcomes from USPTO patents with 853,638 reactions. The task is: Predict the reaction yield, written as a fraction of the theoretical maximum amount of product (1.0 means a 100% yield; for example, 0.34 means a 34% yield). The reactants are [Br:1][C:2]1[CH:3]=[CH:4][C:5]([N:8]2[CH2:12][CH2:11][C@@H:10]([OH:13])[CH2:9]2)=[N:6][CH:7]=1.CCN(CC)CC.[CH3:21][S:22](Cl)(=[O:24])=[O:23]. The catalyst is C(Cl)Cl. The product is [Br:1][C:2]1[CH:3]=[CH:4][C:5]([N:8]2[CH2:12][CH2:11][C@@H:10]([O:13][S:22]([CH3:21])(=[O:24])=[O:23])[CH2:9]2)=[N:6][CH:7]=1. The yield is 0.970.